Dataset: Full USPTO retrosynthesis dataset with 1.9M reactions from patents (1976-2016). Task: Predict the reactants needed to synthesize the given product. (1) Given the product [Cl:1][C:29]1[C:28](=[O:42])[CH2:27][CH2:26][C:25]2[C:30]=1[CH2:31][CH2:32][C@@H:33]1[C:24]=2[C@@H:23]([C:20]2[CH:19]=[CH:18][C:17]([O:16][CH2:15][C:9]3[CH:14]=[CH:13][CH:12]=[CH:11][CH:10]=3)=[CH:22][CH:21]=2)[CH2:40][C@@:38]2([CH3:39])[C@H:34]1[CH2:35][CH2:36][C:37]2=[O:41], predict the reactants needed to synthesize it. The reactants are: [Cl:1]N1C(=O)CCC1=O.[C:9]1([CH2:15][O:16][C:17]2[CH:22]=[CH:21][C:20]([C@H:23]3[CH2:40][C@@:38]4([CH3:39])[C@@H:34]([CH2:35][CH2:36][C:37]4=[O:41])[C@H:33]4[C:24]3=[C:25]3[C:30]([CH2:31][CH2:32]4)=[CH:29][C:28](=[O:42])[CH2:27][CH2:26]3)=[CH:19][CH:18]=2)[CH:14]=[CH:13][CH:12]=[CH:11][CH:10]=1.[Na+].[Cl-].C1CCCCC1. (2) Given the product [CH2:10]([C:2]1[CH:9]=[CH:8][C:5]([CH:6]=[O:7])=[CH:4][CH:3]=1)[CH3:11], predict the reactants needed to synthesize it. The reactants are: Br[C:2]1[CH:9]=[CH:8][C:5]([CH:6]=[O:7])=[CH:4][CH:3]=1.[CH2:10](B(O)O)[CH3:11]. (3) Given the product [CH3:32][O:21][C:20](=[O:22])[C:19]1[CH:23]=[CH:24][CH:25]=[CH:26][C:18]=1[NH:17][C:14]1[CH:15]=[CH:16][C:11]([CH2:10][CH2:9][CH2:8][C:5]2[CH:4]=[CH:3][C:2]([NH2:1])=[CH:7][CH:6]=2)=[CH:12][CH:13]=1, predict the reactants needed to synthesize it. The reactants are: [NH2:1][C:2]1[CH:7]=[CH:6][C:5]([CH2:8][CH2:9][CH2:10][C:11]2[CH:16]=[CH:15][C:14]([NH:17][C:18]3[CH:26]=[CH:25][CH:24]=[CH:23][C:19]=3[C:20]([OH:22])=[O:21])=[CH:13][CH:12]=2)=[CH:4][CH:3]=1.OS(O)(=O)=O.[CH3:32]O. (4) Given the product [CH2:1]([NH:8][CH2:9][CH2:10][C:11]1[CH:12]=[CH:13][C:14]([O:17][CH2:18][CH2:19][CH2:20][CH3:21])=[CH:15][CH:16]=1)[C:2]1[CH:3]=[CH:4][CH:5]=[CH:6][CH:7]=1, predict the reactants needed to synthesize it. The reactants are: [CH2:1]([NH:8][C:9](=O)[CH2:10][C:11]1[CH:16]=[CH:15][C:14]([O:17][CH2:18][CH2:19][CH2:20][CH3:21])=[CH:13][CH:12]=1)[C:2]1[CH:7]=[CH:6][CH:5]=[CH:4][CH:3]=1.Cl.[OH-].[Na+]. (5) Given the product [NH2:29][C:28]1[C:27]([C:26]#[N:30])=[C:14]([C:16]2[CH:17]=[C:18]([CH:23]=[CH:24][CH:25]=2)[C:19]([O:21][CH3:22])=[O:20])[CH:12]=[C:11]([C:6]2[CH:7]=[CH:8][CH:9]=[CH:10][C:5]=2[O:4][CH2:3][O:2][CH3:1])[N:35]=1, predict the reactants needed to synthesize it. The reactants are: [CH3:1][O:2][CH2:3][O:4][C:5]1[CH:10]=[CH:9][CH:8]=[CH:7][C:6]=1[C:11](=O)[CH3:12].[CH:14]([C:16]1[CH:17]=[C:18]([CH:23]=[CH:24][CH:25]=1)[C:19]([O:21][CH3:22])=[O:20])=O.[C:26](#[N:30])[CH2:27][C:28]#[N:29].C([O-])(=O)C.[NH4+:35]. (6) Given the product [F:32][C:22]1[CH:23]=[C:24]([CH2:27][CH2:28][C:29](=[O:30])[N:16]2[CH2:17][CH2:18][CH:13]([S:12][C:10]3[CH:9]=[CH:8][C:7]4[C:3](=[O:2])[O:4][CH2:5][C:6]=4[CH:11]=3)[CH2:14][CH2:15]2)[CH:25]=[CH:26][C:21]=1[C:19]#[N:20], predict the reactants needed to synthesize it. The reactants are: [Cl-].[O:2]=[C:3]1[C:7]2[CH:8]=[CH:9][C:10]([S:12][CH:13]3[CH2:18][CH2:17][NH2+:16][CH2:15][CH2:14]3)=[CH:11][C:6]=2[CH2:5][O:4]1.[C:19]([C:21]1[CH:26]=[CH:25][C:24]([CH2:27][CH2:28][C:29](O)=[O:30])=[CH:23][C:22]=1[F:32])#[N:20]. (7) Given the product [Cl:11][C:6]1[N:2]([CH3:1])[N:3]=[C:4]([CH3:8])[C:5]=1[CH:17]=[O:18], predict the reactants needed to synthesize it. The reactants are: [CH3:1][N:2]1[C:6](=O)[CH:5]=[C:4]([CH3:8])[NH:3]1.O=P(Cl)(Cl)[Cl:11].CN([CH:17]=[O:18])C.C(=O)(O)[O-].[Na+].